From a dataset of Reaction yield outcomes from USPTO patents with 853,638 reactions. Predict the reaction yield, written as a fraction of the theoretical maximum amount of product (1.0 means a 100% yield; for example, 0.34 means a 34% yield). (1) The reactants are [N-:1]=[N+:2]=[N-:3].[Na+].[CH3:5][O:6][C:7]1[CH:12]=[CH:11][C:10]([CH2:13][CH2:14][CH2:15][CH2:16]OS(C2C=CC(C)=CC=2)(=O)=O)=[CH:9][CH:8]=1. The catalyst is CN(C=O)C. The product is [CH3:5][O:6][C:7]1[CH:12]=[CH:11][C:10]([CH2:13][CH2:14][CH2:15][CH2:16][N:1]=[N+:2]=[N-:3])=[CH:9][CH:8]=1. The yield is 0.950. (2) The reactants are C1(O)OC2O[CH:8]([OH:12])[CH:9](O)OC2OC1O.[C:15]1([CH2:21][NH:22][CH2:23][CH2:24][NH:25][C:26]2[CH:31]=[CH:30][CH:29]=[CH:28][N:27]=2)[CH:20]=[CH:19][CH:18]=[CH:17][CH:16]=1.[OH-].[Na+]. The catalyst is Cl. The product is [C:15]1([CH2:21][N:22]2[CH2:23][CH2:24][N:25]([C:26]3[CH:31]=[CH:30][CH:29]=[CH:28][N:27]=3)[C:8](=[O:12])[CH2:9]2)[CH:16]=[CH:17][CH:18]=[CH:19][CH:20]=1. The yield is 0.540.